From a dataset of Forward reaction prediction with 1.9M reactions from USPTO patents (1976-2016). Predict the product of the given reaction. (1) Given the reactants [OH:1][C@@H:2]1[CH2:6][CH2:5][N:4]([C:7]([CH:9]2[CH2:14][CH2:13][O:12][CH2:11][CH2:10]2)=[O:8])[CH2:3]1.CCN(CC)CC.[CH3:22][S:23](Cl)(=[O:25])=[O:24].O, predict the reaction product. The product is: [CH3:22][S:23]([O:1][C@@H:2]1[CH2:6][CH2:5][N:4]([C:7]([CH:9]2[CH2:14][CH2:13][O:12][CH2:11][CH2:10]2)=[O:8])[CH2:3]1)(=[O:25])=[O:24]. (2) Given the reactants [CH3:1][Si:2]([C:5]#[C:6][C:7]1([OH:13])[CH2:12][CH2:11][O:10][CH2:9][CH2:8]1)([CH3:4])[CH3:3].[H-].[Na+].I[CH3:17], predict the reaction product. The product is: [CH3:17][O:13][C:7]1([C:6]#[C:5][Si:2]([CH3:3])([CH3:4])[CH3:1])[CH2:8][CH2:9][O:10][CH2:11][CH2:12]1. (3) The product is: [C:1]1([CH:7]([NH:9][C:10]2[CH:17]=[CH:16][CH:15]=[C:14]([C:18]3[CH:23]=[CH:22][CH:21]=[CH:20][CH:19]=3)[C:11]=2[CH2:12][NH2:13])[CH3:8])[CH:2]=[CH:3][CH:4]=[CH:5][CH:6]=1. Given the reactants [C:1]1([CH:7]([NH:9][C:10]2[CH:17]=[CH:16][CH:15]=[C:14]([C:18]3[CH:23]=[CH:22][CH:21]=[CH:20][CH:19]=3)[C:11]=2[C:12]#[N:13])[CH3:8])[CH:6]=[CH:5][CH:4]=[CH:3][CH:2]=1.[H-].[Al+3].[Li+].[H-].[H-].[H-].S([O-])([O-])(=O)=O.[Na+].[Na+], predict the reaction product. (4) Given the reactants [Cl-].O[NH3+:3].[C:4](=[O:7])([O-])[OH:5].[Na+].CS(C)=O.[CH3:13][C:14]1[N:46]=[C:17]2[N:18]([CH2:41][C:42]3([CH3:45])[CH2:44][CH2:43]3)[C:19](=[O:40])[C:20]([CH2:25][C:26]3[CH:31]=[CH:30][C:29]([C:32]4[C:33]([C:38]#[N:39])=[CH:34][CH:35]=[CH:36][CH:37]=4)=[CH:28][CH:27]=3)=[C:21]([CH2:22][CH2:23][CH3:24])[N:16]2[N:15]=1, predict the reaction product. The product is: [CH3:13][C:14]1[N:46]=[C:17]2[N:18]([CH2:41][C:42]3([CH3:45])[CH2:44][CH2:43]3)[C:19](=[O:40])[C:20]([CH2:25][C:26]3[CH:31]=[CH:30][C:29]([C:32]4[CH:37]=[CH:36][CH:35]=[CH:34][C:33]=4[C:38]4[NH:3][C:4](=[O:7])[O:5][N:39]=4)=[CH:28][CH:27]=3)=[C:21]([CH2:22][CH2:23][CH3:24])[N:16]2[N:15]=1. (5) The product is: [F:16][C:17]1[CH:22]=[CH:21][C:20]([C:2]2[C:7]([CH:8]=[O:9])=[C:6]([NH:10][CH:11]([CH3:13])[CH3:12])[N:5]=[C:4]([S:14][CH3:15])[N:3]=2)=[C:19]([CH3:26])[CH:18]=1. Given the reactants Cl[C:2]1[C:7]([CH:8]=[O:9])=[C:6]([NH:10][CH:11]([CH3:13])[CH3:12])[N:5]=[C:4]([S:14][CH3:15])[N:3]=1.[F:16][C:17]1[CH:22]=[CH:21][C:20](B(O)O)=[C:19]([CH3:26])[CH:18]=1, predict the reaction product. (6) Given the reactants [O:1]=[S:2]1(=[O:58])[CH2:7][CH2:6][CH:5]([CH2:8][CH2:9][NH:10][C@:11]23[CH2:54][CH2:53][C@@H:52]([C:55]([CH3:57])=[CH2:56])[C@@H:12]2[C@@H:13]2[C@@:26]([CH3:29])([CH2:27][CH2:28]3)[C@@:25]3([CH3:30])[C@@H:16]([C@:17]4([CH3:51])[C@@H:22]([CH2:23][CH2:24]3)[C:21]([CH3:32])([CH3:31])[C:20]([C:33]3[CH2:38][CH2:37][C@@:36]([CH2:49][F:50])([C:39]([O:41]CC5C=CC=CC=5)=[O:40])[CH2:35][CH:34]=3)=[CH:19][CH2:18]4)[CH2:15][CH2:14]2)[CH2:4][CH2:3]1.N[C@]12CC[C@@H](C(C)=C)[C@@H]1[C@@H]1[C@@](C)(CC2)[C@@]2(C)[C@@H]([C@]3(C)[C@@H](CC2)C(C)(C)C(C2CC[C@@](CF)(C(OCC4C=CC=CC=4)=O)CC=2)=CC3)CC1.BrCCC1CCS(=O)(=O)CC1.[O-]P([O-])([O-])=O.[K+].[K+].[K+].[Na+].[I-], predict the reaction product. The product is: [O:58]=[S:2]1(=[O:1])[CH2:7][CH2:6][CH:5]([CH2:8][CH2:9][NH:10][C@:11]23[CH2:54][CH2:53][C@@H:52]([C:55]([CH3:57])=[CH2:56])[C@@H:12]2[C@@H:13]2[C@@:26]([CH3:29])([CH2:27][CH2:28]3)[C@@:25]3([CH3:30])[C@@H:16]([C@:17]4([CH3:51])[C@@H:22]([CH2:23][CH2:24]3)[C:21]([CH3:32])([CH3:31])[C:20]([C:33]3[CH2:38][CH2:37][C@@:36]([CH2:49][F:50])([C:39]([OH:41])=[O:40])[CH2:35][CH:34]=3)=[CH:19][CH2:18]4)[CH2:15][CH2:14]2)[CH2:4][CH2:3]1.